Dataset: Forward reaction prediction with 1.9M reactions from USPTO patents (1976-2016). Task: Predict the product of the given reaction. (1) Given the reactants [CH2:1]([Mg]Cl)[CH2:2][CH3:3].[C:6]1([C:12]2([C:28]#N)[CH2:17][CH2:16][N:15]([S:18]([C:21]3[CH:26]=[CH:25][C:24]([CH3:27])=[CH:23][CH:22]=3)(=[O:20])=[O:19])[CH2:14][CH2:13]2)[CH:11]=[CH:10][CH:9]=[CH:8][CH:7]=1.[O:30]1CCCC1, predict the reaction product. The product is: [C:6]1([C:12]2([C:28](=[O:30])[CH2:1][CH2:2][CH3:3])[CH2:17][CH2:16][N:15]([S:18]([C:21]3[CH:26]=[CH:25][C:24]([CH3:27])=[CH:23][CH:22]=3)(=[O:20])=[O:19])[CH2:14][CH2:13]2)[CH:11]=[CH:10][CH:9]=[CH:8][CH:7]=1. (2) Given the reactants C(OC(=O)[C@H](O[C:8]1C=C(Cl)N=C(SCC2C=CC=C(F)C=2F)[N:9]=1)C)C.C([O:28][C:29](=O)[C@H:30]([O:32][C:33]1[CH:38]=[C:37]([NH:39][S:40]([N:43]2[CH2:46][CH2:45][CH2:44]2)(=[O:42])=[O:41])[N:36]=[C:35]([S:47][CH2:48][C:49]2[CH:54]=[CH:53][CH:52]=[C:51]([F:55])[C:50]=2[F:56])[N:34]=1)[CH3:31])C.CN, predict the reaction product. The product is: [N:43]1([S:40]([NH:39][C:37]2[N:36]=[C:35]([S:47][CH2:48][C:49]3[CH:54]=[CH:53][CH:52]=[C:51]([F:55])[C:50]=3[F:56])[N:34]=[C:33]([O:32][C@H:30]([CH3:31])[C:29]([NH:9][CH3:8])=[O:28])[CH:38]=2)(=[O:41])=[O:42])[CH2:44][CH2:45][CH2:46]1. (3) The product is: [CH:12]1([NH:15][C:9](=[O:11])[CH2:8][C:5]2[CH:4]=[CH:3][C:2]([F:1])=[CH:7][CH:6]=2)[CH2:14][CH2:13]1. Given the reactants [F:1][C:2]1[CH:7]=[CH:6][C:5]([CH2:8][C:9]([OH:11])=O)=[CH:4][CH:3]=1.[CH:12]1([NH2:15])[CH2:14][CH2:13]1.ON1C2C=CC=CC=2N=N1.CN(C)CCCN=C=NCC, predict the reaction product. (4) Given the reactants [Cl:1][C:2]1[CH:7]=[C:6]([C:8]2[N:12]=[C:11]([C:13]3[N:14]=[C:15]4[C:20]([Cl:21])=[CH:19][C:18]([C:22]([F:25])([F:24])[F:23])=[CH:17][N:16]4[CH:26]=3)[O:10][N:9]=2)[C:5]([Cl:27])=[CH:4][C:3]=1[OH:28].[C:29]1([CH:35]2[O:40][CH2:39][CH:38](O)[CH2:37][O:36]2)[CH:34]=[CH:33][CH:32]=[CH:31][CH:30]=1.C1(P(C2C=CC=CC=2)C2C=CC=CC=2)C=CC=CC=1.CC(OC(/N=N/C(OC(C)C)=O)=O)C, predict the reaction product. The product is: [Cl:21][C:20]1[C:15]2[N:16]([CH:26]=[C:13]([C:11]3[O:10][N:9]=[C:8]([C:6]4[CH:7]=[C:2]([Cl:1])[C:3]([O:28][CH:38]5[CH2:37][O:36][CH:35]([C:29]6[CH:30]=[CH:31][CH:32]=[CH:33][CH:34]=6)[O:40][CH2:39]5)=[CH:4][C:5]=4[Cl:27])[N:12]=3)[N:14]=2)[CH:17]=[C:18]([C:22]([F:23])([F:25])[F:24])[CH:19]=1. (5) Given the reactants [CH3:1][O:2][C:3]1[CH:8]=[CH:7][CH:6]=[C:5]([O:9][CH3:10])[C:4]=1[CH:11]1[NH:15][C:14](=[O:16])[CH:13]([CH3:17])[CH2:12]1.Br[CH2:19][C:20]1[CH:25]=[CH:24][CH:23]=[C:22]([O:26][CH:27]([F:29])[F:28])[N:21]=1, predict the reaction product. The product is: [F:29][CH:27]([F:28])[O:26][C:22]1[N:21]=[C:20]([CH2:19][N:15]2[CH:11]([C:4]3[C:5]([O:9][CH3:10])=[CH:6][CH:7]=[CH:8][C:3]=3[O:2][CH3:1])[CH2:12][CH:13]([CH3:17])[C:14]2=[O:16])[CH:25]=[CH:24][CH:23]=1.